Dataset: Peptide-MHC class I binding affinity with 185,985 pairs from IEDB/IMGT. Task: Regression. Given a peptide amino acid sequence and an MHC pseudo amino acid sequence, predict their binding affinity value. This is MHC class I binding data. The peptide sequence is DHIVWINNSW. The MHC is Mamu-B17 with pseudo-sequence Mamu-B17. The binding affinity (normalized) is 0.415.